Task: Regression. Given two drug SMILES strings and cell line genomic features, predict the synergy score measuring deviation from expected non-interaction effect.. Dataset: NCI-60 drug combinations with 297,098 pairs across 59 cell lines Drug 1: CN1CCC(CC1)COC2=C(C=C3C(=C2)N=CN=C3NC4=C(C=C(C=C4)Br)F)OC. Drug 2: CC(C)NC(=O)C1=CC=C(C=C1)CNNC.Cl. Cell line: SNB-75. Synergy scores: CSS=8.51, Synergy_ZIP=-1.87, Synergy_Bliss=0.277, Synergy_Loewe=-10.0, Synergy_HSA=-1.20.